From a dataset of Forward reaction prediction with 1.9M reactions from USPTO patents (1976-2016). Predict the product of the given reaction. (1) Given the reactants CS[C:3]1[S:4][C:5](=[CH:9][C:10]2[CH:11]=[C:12]3[C:17](=[CH:18][CH:19]=2)[N:16]=[CH:15][N:14]=[CH:13]3)[C:6](=[O:8])[N:7]=1.[S:20]1[CH:24]=[CH:23][CH:22]=[C:21]1[CH2:25][NH2:26].C(N(C(C)C)CC)(C)C, predict the reaction product. The product is: [N:16]1[C:17]2[C:12](=[CH:11][C:10](/[CH:9]=[C:5]3/[C:6](=[O:8])[N:7]=[C:3]([NH:26][CH2:25][C:21]4[S:20][CH:24]=[CH:23][CH:22]=4)[S:4]/3)=[CH:19][CH:18]=2)[CH:13]=[N:14][CH:15]=1. (2) Given the reactants [CH2:1]([N:3]([CH2:11][CH2:12][CH:13]([CH3:15])[CH3:14])C(=O)OC(C)(C)C)[CH3:2].[ClH:16], predict the reaction product. The product is: [ClH:16].[CH2:1]([NH:3][CH2:11][CH2:12][CH:13]([CH3:15])[CH3:14])[CH3:2].